Dataset: Catalyst prediction with 721,799 reactions and 888 catalyst types from USPTO. Task: Predict which catalyst facilitates the given reaction. (1) Reactant: [N+:1]([C:4]1[CH:9]=[CH:8][CH:7]=[CH:6][C:5]=1[S:10]([NH:13][C@@H:14]([CH2:19][CH:20]=[CH2:21])[C:15]([O:17][CH3:18])=[O:16])(=[O:12])=[O:11])([O-:3])=[O:2].[CH2:22]=[C:23]([CH2:27][CH2:28][CH3:29])[CH2:24][CH2:25]O.C1(P(C2C=CC=CC=2)C2C=CC=CC=2)C=CC=CC=1.N(C(OC(C)C)=O)=NC(OC(C)C)=O. Product: [CH2:22]=[C:23]([CH2:27][CH2:28][CH3:29])[CH2:24][CH2:25][N:13]([C@@H:14]([CH2:19][CH:20]=[CH2:21])[C:15]([O:17][CH3:18])=[O:16])[S:10]([C:5]1[CH:6]=[CH:7][CH:8]=[CH:9][C:4]=1[N+:1]([O-:3])=[O:2])(=[O:12])=[O:11]. The catalyst class is: 7. (2) Reactant: Br[C:2]1[CH:11]=[C:10]2[C:5]([CH:6]=[CH:7][N:8]=[CH:9]2)=[CH:4][CH:3]=1.[N:12]1[CH:17]=[CH:16][C:15](B(O)O)=[CH:14][CH:13]=1.C([O-])([O-])=O.[Na+].[Na+]. Product: [N:12]1[CH:17]=[CH:16][C:15]([C:2]2[CH:11]=[C:10]3[C:5]([CH:6]=[CH:7][N:8]=[CH:9]3)=[CH:4][CH:3]=2)=[CH:14][CH:13]=1. The catalyst class is: 233. (3) Reactant: [Br:1][C:2]1[N:7]=[C:6]([CH:8]=O)[CH:5]=[CH:4][CH:3]=1.C(O)(=O)[CH2:11][C:12]([OH:14])=[O:13].N1CCCCC1.Cl. Product: [Br:1][C:2]1[N:7]=[C:6]([CH:8]=[CH:11][C:12]([OH:14])=[O:13])[CH:5]=[CH:4][CH:3]=1. The catalyst class is: 17.